This data is from Full USPTO retrosynthesis dataset with 1.9M reactions from patents (1976-2016). The task is: Predict the reactants needed to synthesize the given product. Given the product [N+:1]([C:4]1[CH:5]=[C:6]([CH:14]=[CH:15][C:16]([O:18][CH2:19][CH3:20])=[O:17])[C:7]2[CH2:8][CH2:9][CH2:10][CH2:11][C:12]=2[CH:13]=1)([O-:3])=[O:2], predict the reactants needed to synthesize it. The reactants are: [N+:1]([C:4]1[CH:5]=[C:6]([CH:14](O)[CH2:15][C:16]([O:18][CH2:19][CH3:20])=[O:17])[C:7]2[CH2:8][CH2:9][CH2:10][CH2:11][C:12]=2[CH:13]=1)([O-:3])=[O:2].C(N(CC)CC)C.CS(Cl)(=O)=O.C1CCN2C(=NCCC2)CC1.